Predict the product of the given reaction. From a dataset of Forward reaction prediction with 1.9M reactions from USPTO patents (1976-2016). (1) Given the reactants [CH:1]1[C:13]2[CH:12]([CH2:14][O:15][C:16]([NH:18][C@@H:19]([CH:39]([CH3:41])[CH3:40])[C:20]([NH:22][C@@H:23]([CH2:27][CH2:28][CH2:29][CH2:30][NH:31][C:32]([O:34][C:35]([CH3:38])([CH3:37])[CH3:36])=[O:33])[C:24]([OH:26])=[O:25])=[O:21])=[O:17])[C:11]3[C:6](=[CH:7][CH:8]=[CH:9][CH:10]=3)[C:5]=2[CH:4]=[CH:3][CH:2]=1.CCN(C(C)C)C(C)C.[CH:51]1[CH:56]=[CH:55][C:54]([CH2:57]Br)=[CH:53][CH:52]=1.O, predict the reaction product. The product is: [CH:10]1[C:11]2[CH:12]([CH2:14][O:15][C:16]([NH:18][C@@H:19]([CH:39]([CH3:41])[CH3:40])[C:20]([NH:22][C@@H:23]([CH2:27][CH2:28][CH2:29][CH2:30][NH:31][C:32]([O:34][C:35]([CH3:36])([CH3:38])[CH3:37])=[O:33])[C:24]([O:26][CH2:57][C:54]3[CH:55]=[CH:56][CH:51]=[CH:52][CH:53]=3)=[O:25])=[O:21])=[O:17])[C:13]3[C:5](=[CH:4][CH:3]=[CH:2][CH:1]=3)[C:6]=2[CH:7]=[CH:8][CH:9]=1. (2) Given the reactants [CH2:1]1[CH2:5][O:4][C:3]2[CH:6]=[CH:7][C:8]3[CH2:9][CH2:10][CH:11]([CH2:13][CH2:14][NH2:15])[C:12]=3[C:2]1=2.[CH2:16]1C[O:19][C:18]2C=CC3CCC(=CCN)C=3[C:17]1=2, predict the reaction product. The product is: [CH3:16][CH2:17][C:18]([NH:15][CH2:14][CH2:13][C@H:11]1[C:12]2[C:2]3[CH2:1][CH2:5][O:4][C:3]=3[CH:6]=[CH:7][C:8]=2[CH2:9][CH2:10]1)=[O:19]. (3) Given the reactants [CH3:1][O:2][C:3]([C:5]1[N:6]([C:28]2[CH:33]=[CH:32][CH:31]=[CH:30][CH:29]=2)[C:7]2[C:12]([C:13](=[O:26])[C:14]=1[CH2:15][C:16]1[CH:21]=[CH:20][C:19]([C:22]([O:24]C)=[O:23])=[CH:18][CH:17]=1)=[CH:11][CH:10]=[C:9]([Cl:27])[CH:8]=2)=[O:4].[OH-].[Li+].Cl.C(OC)(=O)C, predict the reaction product. The product is: [CH3:1][O:2][C:3]([C:5]1[N:6]([C:28]2[CH:33]=[CH:32][CH:31]=[CH:30][CH:29]=2)[C:7]2[C:12]([C:13](=[O:26])[C:14]=1[CH2:15][C:16]1[CH:21]=[CH:20][C:19]([C:22]([OH:24])=[O:23])=[CH:18][CH:17]=1)=[CH:11][CH:10]=[C:9]([Cl:27])[CH:8]=2)=[O:4]. (4) The product is: [Cl:1][C:2]1[N:7]=[C:6]([C:8]2[S:12][C:11]3[C:13]([C:17]4[CH:22]=[CH:21][N:20]=[CH:19][C:18]=4[O:23][CH2:31][CH3:32])=[CH:14][CH:15]=[CH:16][C:10]=3[CH:9]=2)[C:5]([F:24])=[CH:4][N:3]=1. Given the reactants [Cl:1][C:2]1[N:7]=[C:6]([C:8]2[S:12][C:11]3[C:13]([C:17]4[CH:22]=[CH:21][N:20]=[CH:19][C:18]=4[OH:23])=[CH:14][CH:15]=[CH:16][C:10]=3[CH:9]=2)[C:5]([F:24])=[CH:4][N:3]=1.C(=O)([O-])[O-].[Cs+].[Cs+].[CH2:31](I)[CH3:32], predict the reaction product. (5) Given the reactants [OH:1][NH:2][C:3]([C:5]1[C:10]([O:11][CH3:12])=[CH:9][CH:8]=[CH:7][N:6]=1)=[NH:4].[Br:13][C:14]1[CH:22]=[C:18]([C:19](O)=O)[C:17]([OH:23])=[CH:16][CH:15]=1, predict the reaction product. The product is: [Br:13][C:14]1[CH:15]=[CH:16][C:17]([OH:23])=[C:18]([C:19]2[O:1][N:2]=[C:3]([C:5]3[C:10]([O:11][CH3:12])=[CH:9][CH:8]=[CH:7][N:6]=3)[N:4]=2)[CH:22]=1. (6) Given the reactants CON(C)[C:4]([C:6]1([C:9]([F:12])([F:11])[F:10])[CH2:8][CH2:7]1)=[O:5].[H-].C([Al+]CC(C)C)C(C)C, predict the reaction product. The product is: [F:10][C:9]([F:12])([F:11])[C:6]1([CH:4]=[O:5])[CH2:8][CH2:7]1. (7) Given the reactants [Cl:1][C:2]1[CH:3]=[CH:4][C:5]2[N:11](CC3C=CC(OC)=CC=3OC)[C:10](=[N:23][NH:24][C:25](=O)[C:26]([F:29])([F:28])[F:27])[C@@H:9]([CH2:31][C:32]([O:34][CH2:35][CH3:36])=[O:33])[O:8][C@H:7]([C:37]3[CH:42]=[CH:41][CH:40]=[C:39]([O:43][CH3:44])[C:38]=3[Cl:45])[C:6]=2[CH:46]=1.C1(OC)C=CC=CC=1.FC(F)(F)C(O)=O.C(=O)([O-])O.[Na+], predict the reaction product. The product is: [Cl:1][C:2]1[CH:3]=[CH:4][C:5]2[N:11]3[C:25]([C:26]([F:29])([F:28])[F:27])=[N:24][N:23]=[C:10]3[C@@H:9]([CH2:31][C:32]([O:34][CH2:35][CH3:36])=[O:33])[O:8][C@H:7]([C:37]3[CH:42]=[CH:41][CH:40]=[C:39]([O:43][CH3:44])[C:38]=3[Cl:45])[C:6]=2[CH:46]=1. (8) The product is: [ClH:11].[CH:2]1([CH2:7][CH2:8][CH2:9][OH:10])[CH2:12][CH2:6][CH2:5][CH2:4][CH2:3]1. Given the reactants N1[CH:6]=[CH:5][CH:4]=[CH:3][C:2]=1[CH2:7][CH2:8][CH2:9][OH:10].[ClH:11].[CH2:12](O)C, predict the reaction product. (9) Given the reactants [CH:1](/[C:4](=[CH:10]\[CH:11]=[CH2:12])/[C:5]([O:7]CC)=[O:6])([CH3:3])[CH3:2].C1COCC1.CO.[Li+].[OH-], predict the reaction product. The product is: [CH:1](/[C:4](=[CH:10]\[CH:11]=[CH2:12])/[C:5]([OH:7])=[O:6])([CH3:3])[CH3:2].